This data is from Forward reaction prediction with 1.9M reactions from USPTO patents (1976-2016). The task is: Predict the product of the given reaction. (1) Given the reactants [CH2:1]([Br:3])[CH3:2].[CH3:4][N:5]([CH3:33])[CH2:6][CH2:7][CH2:8][O:9][N:10]=[C:11]1[CH2:16][C:15]([CH2:18][CH3:19])([CH3:17])[N:14]([O:20][CH:21]([C:23]2[CH:28]=[CH:27][CH:26]=[CH:25][CH:24]=2)[CH3:22])[C:13]([CH2:30][CH3:31])([CH3:29])[CH:12]1[CH3:32], predict the reaction product. The product is: [Br-:3].[CH2:30]([C:13]1([CH3:29])[CH:12]([CH3:32])[C:11](=[N:10][O:9][CH2:8][CH2:7][CH2:6][N+:5]([CH2:1][CH3:2])([CH3:4])[CH3:33])[CH2:16][C:15]([CH2:18][CH3:19])([CH3:17])[N:14]1[O:20][CH:21]([C:23]1[CH:24]=[CH:25][CH:26]=[CH:27][CH:28]=1)[CH3:22])[CH3:31]. (2) Given the reactants [Cl:1][C:2]1[C:7]([N:8]2[CH2:13][CH2:12][C:11]3([C:21]4[C:16](=[CH:17][CH:18]=[CH:19][CH:20]=4)[CH:15]=[CH:14]3)[CH2:10][CH2:9]2)=[CH:6][N:5]=[N:4][C:3]=1[NH:22][NH:23][C:24](=O)[CH2:25][CH:26]1[CH2:28][CH2:27]1.P(Cl)(Cl)(Cl)=O, predict the reaction product. The product is: [Cl:1][C:2]1[C:3]2[N:4]([C:24]([CH2:25][CH:26]3[CH2:28][CH2:27]3)=[N:23][N:22]=2)[N:5]=[CH:6][C:7]=1[N:8]1[CH2:13][CH2:12][C:11]2([C:21]3[C:16](=[CH:17][CH:18]=[CH:19][CH:20]=3)[CH:15]=[CH:14]2)[CH2:10][CH2:9]1. (3) Given the reactants [Cl:1][C:2]1[C:7]([O:8][CH3:9])=[CH:6][C:5]([O:10][CH3:11])=[C:4]([Cl:12])[C:3]=1[N:13]1[CH2:22][C:21]2[C:16](=[N:17][C:18]([NH:23][C:24]3[C:29]([N+:30]([O-])=O)=[CH:28][CH:27]=[CH:26][C:25]=3[CH3:33])=[N:19][CH:20]=2)[N:15]([CH3:34])[C:14]1=[O:35].[Cl-].[NH4+], predict the reaction product. The product is: [NH2:30][C:29]1[CH:28]=[CH:27][CH:26]=[C:25]([CH3:33])[C:24]=1[NH:23][C:18]1[N:17]=[C:16]2[N:15]([CH3:34])[C:14](=[O:35])[N:13]([C:3]3[C:2]([Cl:1])=[C:7]([O:8][CH3:9])[CH:6]=[C:5]([O:10][CH3:11])[C:4]=3[Cl:12])[CH2:22][C:21]2=[CH:20][N:19]=1. (4) Given the reactants [C:1](OC(=O)C)(=[O:3])[CH3:2].[Br:8][C:9]1[C:17]2[O:16][C:15]([C:18]3[CH:23]=[CH:22][C:21]([OH:24])=[C:20]([F:25])[CH:19]=3)=[N:14][C:13]=2[CH:12]=[C:11]([OH:26])[CH:10]=1.[O:27]1CCO[CH2:29][CH2:28]1, predict the reaction product. The product is: [C:1]([O:24][C:21]1[CH:22]=[CH:23][C:18]([C:15]2[O:16][C:17]3[C:9]([Br:8])=[CH:10][C:11]([O:26][C:28](=[O:27])[CH3:29])=[CH:12][C:13]=3[N:14]=2)=[CH:19][C:20]=1[F:25])(=[O:3])[CH3:2]. (5) Given the reactants [Cl:1][C:2]1[N:7]=[C:6]2[C:8]([CH3:11])=[CH:9][S:10][C:5]2=[CH:4][CH:3]=1.BrN1C(=[O:18])CCC1=O.C(OOC(=O)C1C=CC=CC=1)(=O)C1C=CC=CC=1, predict the reaction product. The product is: [Cl:1][C:2]1[N:7]=[C:6]2[C:8]([CH:11]=[O:18])=[CH:9][S:10][C:5]2=[CH:4][CH:3]=1. (6) Given the reactants Br[C:2]1[C:15]2[CH2:14][C:13]3[C:8](=[CH:9][C:10]([C:17]([CH3:20])([CH3:19])[CH3:18])=[CH:11][C:12]=3Br)[O:7][C:6]=2[CH:5]=[C:4]([C:21]([CH3:24])([CH3:23])[CH3:22])[CH:3]=1.C([Li])CCC.[OH-:30].[K+].[OH:32]O.Cl, predict the reaction product. The product is: [OH:30][C:2]1[C:15]2[CH2:14][C:13]3[C:8](=[CH:9][C:10]([C:17]([CH3:20])([CH3:19])[CH3:18])=[CH:11][C:12]=3[OH:32])[O:7][C:6]=2[CH:5]=[C:4]([C:21]([CH3:24])([CH3:23])[CH3:22])[CH:3]=1. (7) Given the reactants Br[C:2]1[CH:7]=[CH:6][C:5]([C:8]([N:10]2[CH2:15][CH2:14][CH:13]([N:16]3[CH2:20][CH2:19][CH2:18][CH2:17]3)[CH2:12][CH2:11]2)=[O:9])=[C:4]([Cl:21])[CH:3]=1.BrC1C=CC(C(O)=O)=C(Cl)C=1.N1(C2CCNCC2)CCCC1.BrC1C(C)=C(C(N2CCC(N3CCCC3)CC2)=O)C=CC=1.[F:65][C:66]([F:77])([F:76])[C:67]1[CH:68]=[C:69](B(O)O)[CH:70]=[CH:71][CH:72]=1.P([O-])([O-])([O-])=O.[K+].[K+].[K+], predict the reaction product. The product is: [Cl:21][C:4]1[CH:3]=[C:2]([C:71]2[CH:70]=[CH:69][CH:68]=[C:67]([C:66]([F:77])([F:76])[F:65])[CH:72]=2)[CH:7]=[CH:6][C:5]=1[C:8]([N:10]1[CH2:15][CH2:14][CH:13]([N:16]2[CH2:20][CH2:19][CH2:18][CH2:17]2)[CH2:12][CH2:11]1)=[O:9]. (8) Given the reactants Cl[C:2]1[N:9]=[C:8]([C:10]([F:13])([F:12])[F:11])[CH:7]=[CH:6][C:3]=1[C:4]#[N:5].[CH2:14]([NH2:16])[CH3:15], predict the reaction product. The product is: [CH2:14]([NH:16][C:2]1[N:9]=[C:8]([C:10]([F:13])([F:12])[F:11])[CH:7]=[CH:6][C:3]=1[C:4]#[N:5])[CH3:15].